From a dataset of Peptide-MHC class II binding affinity with 134,281 pairs from IEDB. Regression. Given a peptide amino acid sequence and an MHC pseudo amino acid sequence, predict their binding affinity value. This is MHC class II binding data. (1) The peptide sequence is EKPYFAATQFEPLAA. The MHC is HLA-DPA10103-DPB10401 with pseudo-sequence HLA-DPA10103-DPB10401. The binding affinity (normalized) is 0.873. (2) The peptide sequence is RRCKNIPQPVRALLE. The MHC is HLA-DQA10501-DQB10301 with pseudo-sequence HLA-DQA10501-DQB10301. The binding affinity (normalized) is 0.528. (3) The peptide sequence is YDKFLANVETVLTGK. The MHC is DRB1_1602 with pseudo-sequence DRB1_1602. The binding affinity (normalized) is 0.607. (4) The peptide sequence is KLTITGKGTLDGQGK. The MHC is HLA-DQA10104-DQB10503 with pseudo-sequence HLA-DQA10104-DQB10503. The binding affinity (normalized) is 0.